From a dataset of Kir2.1 potassium channel HTS with 301,493 compounds. Binary Classification. Given a drug SMILES string, predict its activity (active/inactive) in a high-throughput screening assay against a specified biological target. (1) The drug is S(CC(=O)NC1CCCC1)c1[nH]c(c(CC)c(=O)n1)C. The result is 0 (inactive). (2) The result is 0 (inactive). The drug is Clc1ccc(OCC(=O)NNC(=O)C(=O)Nc2cc(ccc2OC)C)cc1. (3) The drug is Clc1c(cc(n2cnnc2)cc1)C(=O)NCCOc1cc(c(cc1)C)C. The result is 0 (inactive). (4) The molecule is S(CC(=O)c1c(OC)cccc1)c1oc(nn1)c1occc1. The result is 0 (inactive). (5) The compound is o1c2c(CCCC2)c2c1c(O)ccc2. The result is 0 (inactive). (6) The result is 0 (inactive). The molecule is OCCNc1nc(N2CCCC2)nc(n1)Nc1c(cccc1)C(=O)N. (7) The molecule is S(Cn1nnc2c(c1=O)cccc2)c1sc(nn1)N. The result is 0 (inactive).